Dataset: NCI-60 drug combinations with 297,098 pairs across 59 cell lines. Task: Regression. Given two drug SMILES strings and cell line genomic features, predict the synergy score measuring deviation from expected non-interaction effect. (1) Drug 1: CS(=O)(=O)C1=CC(=C(C=C1)C(=O)NC2=CC(=C(C=C2)Cl)C3=CC=CC=N3)Cl. Drug 2: C1CNP(=O)(OC1)N(CCCl)CCCl. Cell line: A498. Synergy scores: CSS=5.36, Synergy_ZIP=0.593, Synergy_Bliss=4.68, Synergy_Loewe=-1.14, Synergy_HSA=1.90. (2) Cell line: HCC-2998. Drug 2: CC1CCC2CC(C(=CC=CC=CC(CC(C(=O)C(C(C(=CC(C(=O)CC(OC(=O)C3CCCCN3C(=O)C(=O)C1(O2)O)C(C)CC4CCC(C(C4)OC)O)C)C)O)OC)C)C)C)OC. Synergy scores: CSS=14.4, Synergy_ZIP=-5.14, Synergy_Bliss=-5.94, Synergy_Loewe=-34.5, Synergy_HSA=-6.25. Drug 1: C1CC(=O)NC(=O)C1N2CC3=C(C2=O)C=CC=C3N. (3) Drug 1: C1CC(C1)(C2=CC=C(C=C2)C3=C(C=C4C(=N3)C=CN5C4=NNC5=O)C6=CC=CC=C6)N. Drug 2: COCCOC1=C(C=C2C(=C1)C(=NC=N2)NC3=CC=CC(=C3)C#C)OCCOC. Cell line: SW-620. Synergy scores: CSS=12.8, Synergy_ZIP=-1.90, Synergy_Bliss=0.524, Synergy_Loewe=-0.209, Synergy_HSA=-0.0958. (4) Drug 1: C1=C(C(=O)NC(=O)N1)F. Drug 2: C1=CC(=C(C=C1I)F)NC2=C(C=CC(=C2F)F)C(=O)NOCC(CO)O. Cell line: T-47D. Synergy scores: CSS=24.7, Synergy_ZIP=0.366, Synergy_Bliss=6.14, Synergy_Loewe=7.63, Synergy_HSA=7.87. (5) Drug 1: CC1=C(C(=CC=C1)Cl)NC(=O)C2=CN=C(S2)NC3=CC(=NC(=N3)C)N4CCN(CC4)CCO. Drug 2: C#CCC(CC1=CN=C2C(=N1)C(=NC(=N2)N)N)C3=CC=C(C=C3)C(=O)NC(CCC(=O)O)C(=O)O. Cell line: HOP-92. Synergy scores: CSS=21.2, Synergy_ZIP=4.88, Synergy_Bliss=7.18, Synergy_Loewe=0.180, Synergy_HSA=3.03. (6) Drug 1: C1CC(=O)NC(=O)C1N2CC3=C(C2=O)C=CC=C3N. Drug 2: C(CN)CNCCSP(=O)(O)O. Cell line: MALME-3M. Synergy scores: CSS=2.13, Synergy_ZIP=1.40, Synergy_Bliss=2.07, Synergy_Loewe=-0.565, Synergy_HSA=-1.90.